From a dataset of TCR-epitope binding with 47,182 pairs between 192 epitopes and 23,139 TCRs. Binary Classification. Given a T-cell receptor sequence (or CDR3 region) and an epitope sequence, predict whether binding occurs between them. (1) The TCR CDR3 sequence is CASSQQGPEQFF. Result: 0 (the TCR does not bind to the epitope). The epitope is LLDFVRFMGV. (2) The epitope is ISDYDYYRY. The TCR CDR3 sequence is CASSLAISATDTQYF. Result: 0 (the TCR does not bind to the epitope). (3) The epitope is ILHCANFNV. The TCR CDR3 sequence is CASSQDHDHYEQYF. Result: 0 (the TCR does not bind to the epitope). (4) The epitope is KLWAQCVQL. The TCR CDR3 sequence is CASSEGTLTGSRTDTQYF. Result: 1 (the TCR binds to the epitope). (5) The epitope is DPFRLLQNSQVFS. The TCR CDR3 sequence is CASSLAGLAETQYF. Result: 0 (the TCR does not bind to the epitope). (6) The epitope is RQLLFVVEV. The TCR CDR3 sequence is CASSSPGHSLLTQYF. Result: 1 (the TCR binds to the epitope).